From a dataset of Reaction yield outcomes from USPTO patents with 853,638 reactions. Predict the reaction yield, written as a fraction of the theoretical maximum amount of product (1.0 means a 100% yield; for example, 0.34 means a 34% yield). (1) The reactants are Cl[C:2]1[CH:7]=[C:6]([CH2:8][CH3:9])[N:5]=[C:4]([CH:10]2[CH2:14][CH2:13][CH2:12][CH2:11]2)[N:3]=1.CC1(C)C(C)(C)OB([CH2:23][C:24]2[CH:29]=[CH:28][C:27]([CH2:30][C:31]([O:33][CH3:34])=[O:32])=[CH:26][CH:25]=2)O1.C([O-])([O-])=O.[Na+].[Na+]. The catalyst is O1CCOCC1.O.C1C=CC(P(C2C=CC=CC=2)[C-]2C=CC=C2)=CC=1.C1C=CC(P(C2C=CC=CC=2)[C-]2C=CC=C2)=CC=1.Cl[Pd]Cl.[Fe+2]. The product is [CH:10]1([C:4]2[N:3]=[C:2]([CH2:23][C:24]3[CH:25]=[CH:26][C:27]([CH2:30][C:31]([O:33][CH3:34])=[O:32])=[CH:28][CH:29]=3)[CH:7]=[C:6]([CH2:8][CH3:9])[N:5]=2)[CH2:11][CH2:12][CH2:13][CH2:14]1. The yield is 0.140. (2) The reactants are [C:1]([C:3]1[CH:4]=[C:5]([C:13]([N:15]([CH2:17][C@H:18]([C:22]2[CH:27]=[CH:26][C:25]([F:28])=[CH:24][CH:23]=2)[CH2:19][CH:20]=C)[CH3:16])=[O:14])[C:6]2[CH2:7][CH2:8][CH2:9][CH2:10][C:11]=2[CH:12]=1)#[N:2].C[N+]1([O-])CC[O:33]CC1.OS([O-])=O.[Na+].I([O-])(=O)(=O)=O.[Na+]. The catalyst is CC(C)=O.C(O)(C)(C)C.O.[Cl-].[Na+].O. The product is [C:1]([C:3]1[CH:4]=[C:5]([C:13]([N:15]([CH2:17][C@H:18]([C:22]2[CH:27]=[CH:26][C:25]([F:28])=[CH:24][CH:23]=2)[CH2:19][CH:20]=[O:33])[CH3:16])=[O:14])[C:6]2[CH2:7][CH2:8][CH2:9][CH2:10][C:11]=2[CH:12]=1)#[N:2]. The yield is 0.890.